This data is from Full USPTO retrosynthesis dataset with 1.9M reactions from patents (1976-2016). The task is: Predict the reactants needed to synthesize the given product. (1) Given the product [Cl:1][C:2]1[C:6]([Cl:7])=[C:5]([CH3:8])[NH:4][C:3]=1[C:9]([NH:11][C@@H:12]1[CH2:17][CH2:16][NH:15][CH2:14][C@@H:13]1[O:23][CH2:24][CH3:25])=[O:10], predict the reactants needed to synthesize it. The reactants are: [Cl:1][C:2]1[C:6]([Cl:7])=[C:5]([CH3:8])[NH:4][C:3]=1[C:9]([NH:11][C@@H:12]1[CH2:17][CH2:16][N:15](C(OCC)=O)[CH2:14][C@@H:13]1[O:23][CH2:24][CH3:25])=[O:10].[OH-].[K+].O.NN.O. (2) Given the product [OH:23][NH:22][C:19](=[O:21])[CH2:18][CH2:17][CH2:16][CH2:15][CH2:14][CH2:13][C:11]([C:1]1[C:10]2[C:5](=[CH:6][CH:7]=[CH:8][CH:9]=2)[CH:4]=[CH:3][CH:2]=1)=[O:12], predict the reactants needed to synthesize it. The reactants are: [C:1]1([C:11]([CH2:13][CH2:14][CH2:15][CH2:16][CH2:17][CH2:18][C:19]([OH:21])=O)=[O:12])[C:10]2[C:5](=[CH:6][CH:7]=[CH:8][CH:9]=2)[CH:4]=[CH:3][CH:2]=1.[NH2:22][OH:23].Cl.